This data is from Retrosynthesis with 50K atom-mapped reactions and 10 reaction types from USPTO. The task is: Predict the reactants needed to synthesize the given product. The reactants are: N=C(N)CCCCc1ccc(F)cc1.O=C(O)c1cc(Cl)cnc1Cl. Given the product N=C(CCCCc1ccc(F)cc1)NC(=O)c1cc(Cl)cnc1Cl, predict the reactants needed to synthesize it.